From a dataset of Forward reaction prediction with 1.9M reactions from USPTO patents (1976-2016). Predict the product of the given reaction. (1) Given the reactants O.[C:2]1([S:8]([OH:11])(=[O:10])=[O:9])[CH:7]=[CH:6][CH:5]=[CH:4][CH:3]=1.[NH2:12][CH2:13][C:14]1[CH:15]=[CH:16][C:17]([F:47])=[C:18]([CH:20]2[CH2:25][CH2:24][N:23]([C:26]([C:28]3[C:36]4[C:31](=[C:32]([F:42])[CH:33]=[CH:34][C:35]=4[O:37][C:38]([F:41])([F:40])[F:39])[N:30]([CH2:43][CH2:44][O:45][CH3:46])[CH:29]=3)=[O:27])[CH2:22][CH2:21]2)[CH:19]=1.C1(S([O-])(=O)=O)C=CC=CC=1, predict the reaction product. The product is: [C:2]1([S:8]([OH:11])(=[O:10])=[O:9])[CH:7]=[CH:6][CH:5]=[CH:4][CH:3]=1.[NH2:12][CH2:13][C:14]1[CH:15]=[CH:16][C:17]([F:47])=[C:18]([CH:20]2[CH2:25][CH2:24][N:23]([C:26]([C:28]3[C:36]4[C:31](=[C:32]([F:42])[CH:33]=[CH:34][C:35]=4[O:37][C:38]([F:41])([F:39])[F:40])[N:30]([CH2:43][CH2:44][O:45][CH3:46])[CH:29]=3)=[O:27])[CH2:22][CH2:21]2)[CH:19]=1. (2) Given the reactants [CH2:1]([O:3][C:4]([C:6]1([CH3:20])[CH2:11][NH:10][C:9]2[CH:12]=[C:13]([Cl:19])[C:14]([N+:16]([O-:18])=[O:17])=[CH:15][C:8]=2[O:7]1)=[O:5])[CH3:2].[O:21](C(OC(C)(C)C)=O)[C:22]([O:24][C:25]([CH3:28])([CH3:27])[CH3:26])=O, predict the reaction product. The product is: [CH3:2][CH2:1][O:3][C:4]([C:6]1([CH3:20])[CH2:11][N:10]([C:22]([O:24][C:25]([CH3:28])([CH3:27])[CH3:26])=[O:21])[C:9]2[CH:12]=[C:13]([Cl:19])[C:14]([N+:16]([O-:18])=[O:17])=[CH:15][C:8]=2[O:7]1)=[O:5].